This data is from Full USPTO retrosynthesis dataset with 1.9M reactions from patents (1976-2016). The task is: Predict the reactants needed to synthesize the given product. (1) Given the product [Br:1][CH2:2][C:3]([N:7]([CH3:6])[CH:8]([P:9](=[O:16])([O:10][CH2:11][CH3:12])[O:13][CH2:14][CH3:15])[P:17](=[O:24])([O:21][CH2:22][CH3:23])[O:18][CH2:19][CH3:20])=[O:4], predict the reactants needed to synthesize it. The reactants are: [Br:1][CH2:2][C:3](Br)=[O:4].[CH3:6][NH:7][CH:8]([P:17](=[O:24])([O:21][CH2:22][CH3:23])[O:18][CH2:19][CH3:20])[P:9](=[O:16])([O:13][CH2:14][CH3:15])[O:10][CH2:11][CH3:12].N1C=CC=CC=1.O. (2) Given the product [CH:1]1([C@@H:4]2[O:9][CH2:8][C@:7]3([C:10]4[CH:15]=[CH:14][C:13]([F:16])=[CH:12][C:11]=4[F:17])[N:18]=[C:19]([NH:21][C:22](=[O:29])[C:23]4[CH:28]=[CH:27][CH:26]=[CH:25][CH:24]=4)[S:20][C@H:30]([CH2:31][F:32])[C@@H:6]3[CH2:5]2)[CH2:3][CH2:2]1, predict the reactants needed to synthesize it. The reactants are: [CH:1]1([C@@H:4]2[O:9][CH2:8][C@@:7]([NH:18][C:19]([NH:21][C:22](=[O:29])[C:23]3[CH:28]=[CH:27][CH:26]=[CH:25][CH:24]=3)=[S:20])([C:10]3[CH:15]=[CH:14][C:13]([F:16])=[CH:12][C:11]=3[F:17])[C@H:6]([C@@H:30](O)[CH2:31][F:32])[CH2:5]2)[CH2:3][CH2:2]1.C(OC[C@@H]1OC[C@]2(C3C=CC(F)=CC=3F)N=C(NC(=O)C3C=CC=CC=3)SC[C@@H]2C1)C1C=CC=CC=1. (3) Given the product [C:12]([C@@H:14]1[C@@H:19]2[CH2:20][C@@H:18]2[C@H:17]2[C@H:21]3[C@H:31]([CH2:32][CH2:33][C@:15]12[CH3:16])[C@:29]1([CH3:30])[C:24]([CH2:25][C@@H:26]([O:34][Si:4]([CH:8]([CH3:10])[CH3:9])([CH:5]([CH3:7])[CH3:6])[CH:1]([CH3:3])[CH3:2])[CH2:27][CH2:28]1)=[CH:23][CH2:22]3)#[N:13], predict the reactants needed to synthesize it. The reactants are: [CH:1]([Si:4](Cl)([CH:8]([CH3:10])[CH3:9])[CH:5]([CH3:7])[CH3:6])([CH3:3])[CH3:2].[C:12]([C@@H:14]1[C@@H:19]2[CH2:20][C@@H:18]2[C@H:17]2[C@H:21]3[C@H:31]([CH2:32][CH2:33][C@:15]12[CH3:16])[C@:29]1([CH3:30])[C:24]([CH2:25][C@@H:26]([OH:34])[CH2:27][CH2:28]1)=[CH:23][CH2:22]3)#[N:13].N1C=CN=C1.CN(C1C=CC=CN=1)C.C(=O)(O)[O-]. (4) Given the product [CH3:34][S:35]([O:23][C@H:11]1[CH2:12][C@@H:13]([CH2:14][O:15][Si:16]([C:19]([CH3:22])([CH3:21])[CH3:20])([CH3:17])[CH3:18])[C@@H:9]([O:8][Si:1]([C:4]([CH3:7])([CH3:6])[CH3:5])([CH3:3])[CH3:2])[CH2:10]1)(=[O:37])=[O:36], predict the reactants needed to synthesize it. The reactants are: [Si:1]([O:8][C@@H:9]1[C@H:13]([CH2:14][O:15][Si:16]([C:19]([CH3:22])([CH3:21])[CH3:20])([CH3:18])[CH3:17])[CH2:12][C@H:11]([OH:23])[CH2:10]1)([C:4]([CH3:7])([CH3:6])[CH3:5])([CH3:3])[CH3:2].C(Cl)Cl.C(N(CC)CC)C.[CH3:34][S:35](Cl)(=[O:37])=[O:36].